From a dataset of Reaction yield outcomes from USPTO patents with 853,638 reactions. Predict the reaction yield, written as a fraction of the theoretical maximum amount of product (1.0 means a 100% yield; for example, 0.34 means a 34% yield). (1) The product is [Br-:23].[OH:10][C:9]([C:17]1[CH:22]=[CH:21][CH:20]=[CH:19][CH:18]=1)([C:11]1[CH:12]=[CH:13][CH:14]=[CH:15][CH:16]=1)[C:4]12[CH2:5][CH2:6][N+:1]([CH3:24])([CH2:2][CH2:3]1)[CH2:8][CH2:7]2. The reactants are [N:1]12[CH2:8][CH2:7][C:4]([C:9]([C:17]3[CH:22]=[CH:21][CH:20]=[CH:19][CH:18]=3)([C:11]3[CH:16]=[CH:15][CH:14]=[CH:13][CH:12]=3)[OH:10])([CH2:5][CH2:6]1)[CH2:3][CH2:2]2.[Br:23][CH3:24]. The yield is 0.880. The catalyst is CC#N. (2) The reactants are [CH2:1]([O:3][C:4]#[CH:5])[CH3:2].[BH3:6].[OH:7][C:8]([C:11]([OH:14])([CH3:13])[CH3:12])([CH3:10])[CH3:9]. The catalyst is C(Cl)Cl. The product is [CH2:4]([O:3]/[CH:1]=[CH:2]/[B:6]1[O:14][C:11]([CH3:13])([CH3:12])[C:8]([CH3:10])([CH3:9])[O:7]1)[CH3:5]. The yield is 0.910. (3) The reactants are Cl[CH2:2][C:3]([N:5]1[C:14]2[C:9](=[CH:10][CH:11]=[CH:12][CH:13]=2)[CH2:8][CH2:7][CH2:6]1)=[O:4].[Cl:15][C:16]1[C:21]2[N:22]=[C:23]([SH:25])[S:24][C:20]=2[CH:19]=[CH:18][CH:17]=1. The product is [Cl:15][C:16]1[C:21]2[N:22]=[C:23]([S:25][CH2:2][C:3]([N:5]3[C:14]4[C:9](=[CH:10][CH:11]=[CH:12][CH:13]=4)[CH2:8][CH2:7][CH2:6]3)=[O:4])[S:24][C:20]=2[CH:19]=[CH:18][CH:17]=1. The yield is 0.720. No catalyst specified. (4) The reactants are [NH:1]1[C:9]2[C:4](=[CH:5][CH:6]=[CH:7][CH:8]=2)[C:3]2([CH2:14][CH2:13][CH2:12][CH2:11][CH2:10]2)[C:2]1=[O:15].C([O-])(=O)C.[Na+].[Br:21]Br. The catalyst is C(O)(=O)C. The product is [Br:21][C:6]1[CH:5]=[C:4]2[C:9](=[CH:8][CH:7]=1)[NH:1][C:2](=[O:15])[C:3]12[CH2:14][CH2:13][CH2:12][CH2:11][CH2:10]1. The yield is 0.670. (5) The reactants are Br[C:2]1[CH:3]=[C:4]([NH:10][C:11]2[CH:15]=[CH:14][N:13]([CH3:16])[N:12]=2)[C:5](=[O:9])[N:6]([CH3:8])[CH:7]=1.[B:17]1([B:17]2[O:21][C:20]([CH3:23])([CH3:22])[C:19]([CH3:25])([CH3:24])[O:18]2)[O:21][C:20]([CH3:23])([CH3:22])[C:19]([CH3:25])([CH3:24])[O:18]1.CC(C1C=C(C(C)C)C(C2C=CC=CC=2P(C2CCCCC2)C2CCCCC2)=C(C(C)C)C=1)C.C([O-])(=O)C.[K+]. The catalyst is C1C=CC(/C=C/C(/C=C/C2C=CC=CC=2)=O)=CC=1.C1C=CC(/C=C/C(/C=C/C2C=CC=CC=2)=O)=CC=1.C1C=CC(/C=C/C(/C=C/C2C=CC=CC=2)=O)=CC=1.[Pd].[Pd].O1CCOCC1. The product is [CH3:8][N:6]1[CH:7]=[C:2]([B:17]2[O:21][C:20]([CH3:23])([CH3:22])[C:19]([CH3:25])([CH3:24])[O:18]2)[CH:3]=[C:4]([NH:10][C:11]2[CH:15]=[CH:14][N:13]([CH3:16])[N:12]=2)[C:5]1=[O:9]. The yield is 0.910. (6) The reactants are Br[C:2]1[N:6](C(C)C)[N:5]=[CH:4][C:3]=1[CH2:10][C:11]1([N:24]=[C:25]=O)[CH2:16][CH2:15][N:14]([C:17]([O:19][C:20]([CH3:23])([CH3:22])[CH3:21])=[O:18])[CH2:13][CH2:12]1.C([Li])(C)(C)C. The catalyst is CC1CCCO1. The product is [NH:6]1[C:2]2=[CH:25][NH:24][C:11]3([CH2:12][CH2:13][N:14]([C:17]([O:19][C:20]([CH3:22])([CH3:23])[CH3:21])=[O:18])[CH2:15][CH2:16]3)[CH2:10][CH:3]2[CH2:4][NH:5]1. The yield is 0.670.